This data is from Drug-target binding data from BindingDB using Kd measurements. The task is: Regression. Given a target protein amino acid sequence and a drug SMILES string, predict the binding affinity score between them. We predict pKd (pKd = -log10(Kd in M); higher means stronger binding). Dataset: bindingdb_kd. (1) The small molecule is Cc1cc(Nc2cc(N3CCN(C)CC3)nc(Sc3ccc(NC(=O)C4CC4)cc3)n2)[nH]n1. The target protein sequence is HHSTVADGLITTLHYPAPKRNKPTVYGVSPNYDKWEMERTDITMKHKLGGGHYGEVYEGVWKKYSLTVAVKTLKEDTMEVEEFLKEAAVMKEIKHPNLVQLLGVCTREPPFYIITEFMTYGNLLDYLRECNRQEVNAVVLLYMATQISSAMEYLEKKNFIHRDLAARNCLVGENHLVKVADFGLSRLMTGDTYTAHAGAKFPIKWTAPESLAYNKFSIKSDVWAFGVLLWEIATYGMSPYPGIDLSQVYELLEKDYRMERPEGCPEKVYELMRACWQWNPSDRPSFAEIHQAFETMFQES. The pKd is 8.0. (2) The small molecule is COC(=O)c1ccc2c(c1)NC(=O)/C2=C(\Nc1ccc(N(C)C(=O)CN2CCN(C)CC2)cc1)c1ccccc1. The target protein (P54756) has sequence MRGSGPRGAGRRRPPSGGGDTPITPASLAGCYSAPRRAPLWTCLLLCAALRTLLASPSNEVNLLDSRTVMGDLGWIAFPKNGWEEIGEVDENYAPIHTYQVCKVMEQNQNNWLLTSWISNEGASRIFIELKFTLRDCNSLPGGLGTCKETFNMYYFESDDQNGRNIKENQYIKIDTIAADESFTELDLGDRVMKLNTEVRDVGPLSKKGFYLAFQDVGACIALVSVRVYYKKCPSVVRHLAVFPDTITGADSSQLLEVSGSCVNHSVTDEPPKMHCSAEGEWLVPIGKCMCKAGYEEKNGTCQVCRPGFFKASPHIQSCGKCPPHSYTHEEASTSCVCEKDYFRRESDPPTMACTRPPSAPRNAISNVNETSVFLEWIPPADTGGRKDVSYYIACKKCNSHAGVCEECGGHVRYLPRQSGLKNTSVMMVDLLAHTNYTFEIEAVNGVSDLSPGARQYVSVNVTTNQAAPSPVTNVKKGKIAKNSISLSWQEPDRPNGIIL.... The pKd is 5.0. (3) The drug is CC(NC(=O)OCCCN1CCCCC1)C(C)(C)C. The target protein (Q9JI35) has sequence MERAPPDGLMNASGALAGEAAAAAGGARTFSAAWTAVLAALMALLIVATVLGNALVMLAFVADSSLRTQNNFFLLNLAISDFLVGVFCIPLYVPYVLTGRWTFGRGLCKLWLVVDYLLCTSSVFNIVLISYDRFLSVTRAVSYRAQQGDTRRAVRKMVLVWVLAFLLYGPAILSWEYLSGGSSIPEGHCYAEFFYNWYFLITASTLEFFTPFLSVTFFNLSIYLNIQRRTRLRLDGGAREAGPDPLPEAQSSPPQPPPGCWGCWPKGQGESMPLHRYGVGEAGPGAEAGEAALGGGSGAAASPTSSSGSSSRGTERPRSLKRGSKPSASSASLEKRMKMVSQSITQRFRLSRDKKVAKSLAIIVSIFGLCWAPYTLLMIIRAACHGHCVPDYWYETSFWLLWANSAVNPVLYPLCHYSFRRAFTKLLCPQKLKVQPHSSLEHCWK. The pKd is 5.4. (4) The drug is CCN1CCN(Cc2ccc(-c3cc4c(N[C@H](C)c5ccccc5)ncnc4[nH]3)cc2)CC1. The target protein sequence is GEAPNQALLRILKETEFKKIKVLGSGAFGTVYKGLWIPEGEKVKIPVAIKELREATSPKANKEILDEAYVMASVDNPHVCRLLGICLTSTVQLIMQLMPFGCLLDYVREHKDNIGSQYLLNWCVQIAKGMNYLEDRRLVHRDLAARNVLVKTPQHVKITDFGLAKLLGAEEKEYHAEGGKVPIKWMALESILHRIYTHQSDVWSYGVTVWELMTFGSKPYDGIPASEISSILEKGERLPQPPICTIDVYMIMVKCWMIDADSRPKFRELIIEFSKMARDPQRYLVIQGDERMHLPSPTDSNFYRALMDEEDMDDVVDADEYLIPQQG. The pKd is 7.6. (5) The compound is Cc1cc2c(F)c(Oc3ncnn4cc(OC[C@@H](C)O)c(C)c34)ccc2[nH]1. The target protein (P36894) has sequence MPQLYIYIRLLGAYLFIISRVQGQNLDSMLHGTGMKSDSDQKKSENGVTLAPEDTLPFLKCYCSGHCPDDAINNTCITNGHCFAIIEEDDQGETTLASGCMKYEGSDFQCKDSPKAQLRRTIECCRTNLCNQYLQPTLPPVVIGPFFDGSIRWLVLLISMAVCIIAMIIFSSCFCYKHYCKSISSRRRYNRDLEQDEAFIPVGESLKDLIDQSQSSGSGSGLPLLVQRTIAKQIQMVRQVGKGRYGEVWMGKWRGEKVAVKVFFTTEEASWFRETEIYQTVLMRHENILGFIAADIKGTGSWTQLYLITDYHENGSLYDFLKCATLDTRALLKLAYSAACGLCHLHTEIYGTQGKPAIAHRDLKSKNILIKKNGSCCIADLGLAVKFNSDTNEVDVPLNTRVGTKRYMAPEVLDESLNKNHFQPYIMADIYSFGLIIWEMARRCITGGIVEEYQLPYYNMVPSDPSYEDMREVVCVKRLRPIVSNRWNSDECLRAVLKLM.... The pKd is 5.0. (6) The compound is C=C[C@@]1(C)CC(=O)[C@@]2(O)[C@](C)(O1)[C@@H](OC(=O)NCCc1ccc(O)cc1)[C@@H](O)[C@H]1C(C)(C)CC[C@H](O)[C@@]12C. The target protein (P19754) has sequence MAGAPRGRGGGGGGGGAGESGGAERAAGPGGRRGLRACDEEFACPELEALFRGYTLRLEQAATLKALAVLSLLAGALALAELLGAPGPAPGLAKGSHPVHCVLFLALLVVTNVRSLQVPQLQQVGQLALLFSLTFALLCCPFALGGPAGAHAGAAAVPATADQGVWQLLLVTFVSYALLPVRSLLAIGFGLVVAASHLLVTATLVPAKRPRLWRTLGANALLFLGVNVYGIFVRILAERAQRKAFLQARNCIEDRLRLEDENEKQERLLMSLLPRNVAMEMKEDFLKPPERIFHKIYIQRHDNVSILFADIVGFTGLASQCTAQELVKLLNELFGKFDELATENHCRRIKILGDCYYCVSGLTQPKTDHAHCCVEMGLDMIDTITSVAEATEVDLNMRVGLHTGRVLCGVLGLRKWQYDVWSNDVTLANVMEAAGLPGKVHITKTTLACLNGDYEVEPGHGHERNSFLKTHNIETFFIVPSHRRKIFPGLILSDIKPAKR.... The pKd is 7.2. (7) The compound is N#CC[C@H](C1CCCC1)n1cc(-c2ncnc3[nH]ccc23)cn1. The target protein (Q86UX6) has sequence MRSGAERRGSSAAASPGSPPPGRARPAGSDAPSALPPPAAGQPRARDSGDVRSQPRPLFQWSKWKKRMGSSMSAATARRPVFDDKEDVNFDHFQILRAIGKGSFGKVCIVQKRDTEKMYAMKYMNKQQCIERDEVRNVFRELEILQEIEHVFLVNLWYSFQDEEDMFMVVDLLLGGDLRYHLQQNVQFSEDTVRLYICEMALALDYLRGQHIIHRDVKPDNILLDERGHAHLTDFNIATIIKDGERATALAGTKPYMAPEIFHSFVNGGTGYSFEVDWWSVGVMAYELLRGWRPYDIHSSNAVESLVQLFSTVSVQYVPTWSKEMVALLRKLLTVNPEHRLSSLQDVQAAPALAGVLWDHLSEKRVEPGFVPNKGRLHCDPTFELEEMILESRPLHKKKKRLAKNKSRDNSRDSSQSENDYLQDCLDAIQQDFVIFNREKLKRSQDLPREPLPAPESRDAAEPVEDEAERSALPMCGPICPSAGSG. The pKd is 5.0. (8) The compound is CO[C@@H]1[C@H](N(C)C(=O)c2ccccc2)C[C@H]2O[C@]1(C)n1c3ccccc3c3c4c(c5c6ccccc6n2c5c31)C(=O)NC4. The target protein (O14578) has sequence MLKFKYGARNPLDAGAAEPIASRASRLNLFFQGKPPFMTQQQMSPLSREGILDALFVLFEECSQPALMKIKHVSNFVRKYSDTIAELQELQPSAKDFEVRSLVGCGHFAEVQVVREKATGDIYAMKVMKKKALLAQEQVSFFEEERNILSRSTSPWIPQLQYAFQDKNHLYLVMEYQPGGDLLSLLNRYEDQLDENLIQFYLAELILAVHSVHLMGYVHRDIKPENILVDRTGHIKLVDFGSAAKMNSNKMVNAKLPIGTPDYMAPEVLTVMNGDGKGTYGLDCDWWSVGVIAYEMIYGRSPFAEGTSARTFNNIMNFQRFLKFPDDPKVSSDFLDLIQSLLCGQKERLKFEGLCCHPFFSKIDWNNIRNSPPPFVPTLKSDDDTSNFDEPEKNSWVSSSPCQLSPSGFSGEELPFVGFSYSKALGILGRSESVVSGLDSPAKTSSMEKKLLIKSKELQDSQDKCHKMEQEMTRLHRRVSEVEAVLSQKEVELKASETQR.... The pKd is 9.0. (9) The compound is N#CC[C@H](C1CCCC1)n1cc(-c2ncnc3[nH]ccc23)cn1. The target protein (Q9NSY1) has sequence MKKFSRMPKSEGGSGGGAAGGGAGGAGAGAGCGSGGSSVGVRVFAVGRHQVTLEESLAEGGFSTVFLVRTHGGIRCALKRMYVNNMPDLNVCKREITIMKELSGHKNIVGYLDCAVNSISDNVWEVLILMEYCRAGQVVNQMNKKLQTGFTEPEVLQIFCDTCEAVARLHQCKTPIIHRDLKVENILLNDGGNYVLCDFGSATNKFLNPQKDGVNVVEEEIKKYTTLSYRAPEMINLYGGKPITTKADIWALGCLLYKLCFFTLPFGESQVAICDGNFTIPDNSRYSRNIHCLIRFMLEPDPEHRPDIFQVSYFAFKFAKKDCPVSNINNSSIPSALPEPMTASEAAARKSQIKARITDTIGPTETSIAPRQRPKANSATTATPSVLTIQSSATPVKVLAPGEFGNHRPKGALRPGNGPEILLGQGPPQQPPQQHRVLQQLQQGDWRLQQLHLQHRHPHQQQQQQQQQQQQQQQQQQQQQQQQQQQHHHHHHHHLLQDAY.... The pKd is 6.7.